This data is from Full USPTO retrosynthesis dataset with 1.9M reactions from patents (1976-2016). The task is: Predict the reactants needed to synthesize the given product. (1) Given the product [CH2:33]([N:14]1[CH2:15][CH2:16][CH2:17][CH:12]([C:6]2([CH2:18][C:19]3[CH:24]=[CH:23][CH:22]=[C:21]([Cl:25])[CH:20]=3)[C:5]3[C:9](=[CH:10][C:2]([Cl:1])=[CH:3][CH:4]=3)[NH:8][C:7]2=[O:11])[CH2:13]1)[C:34]1[CH:39]=[CH:38][CH:37]=[CH:36][CH:35]=1, predict the reactants needed to synthesize it. The reactants are: [Cl:1][C:2]1[CH:10]=[C:9]2[C:5]([C:6]([CH2:18][C:19]3[CH:24]=[CH:23][CH:22]=[C:21]([Cl:25])[CH:20]=3)([CH:12]3[CH2:17][CH2:16][CH2:15][NH:14][CH2:13]3)[C:7](=[O:11])[NH:8]2)=[CH:4][CH:3]=1.C(=O)([O-])[O-].[K+].[K+].Br[CH2:33][C:34]1[CH:39]=[CH:38][CH:37]=[CH:36][CH:35]=1. (2) Given the product [NH:11]1[CH2:16][CH2:15][O:14][C:13]2[CH:17]=[N:18][C:19]([OH:22])=[CH:20][C:12]1=2, predict the reactants needed to synthesize it. The reactants are: C(OC([N:11]1[CH2:16][CH2:15][O:14][C:13]2[CH:17]=[N:18][C:19](Br)=[CH:20][C:12]1=2)=O)C1C=CC=CC=1.[OH-:22].[K+].C(P(C(C)(C)C)C1C(C)=C(C)C(C)C(C)(CCC)C=1C1C=CC(CCC)=CC=1CCC)(C)(C)C. (3) Given the product [C:1]([O:5][C:6]([N:8]1[CH2:13][CH2:12][CH2:11][CH:10]([CH2:14][O:15][C:16]2[CH:21]=[CH:20][C:19]([C:22]([F:23])([F:24])[F:25])=[CH:18][C:17]=2[NH:26][C:34]([O:36][C:37]2[CH:38]=[CH:39][C:40]([N+:43]([O-:45])=[O:44])=[CH:41][CH:42]=2)=[O:35])[CH2:9]1)=[O:7])([CH3:4])([CH3:2])[CH3:3], predict the reactants needed to synthesize it. The reactants are: [C:1]([O:5][C:6]([N:8]1[CH2:13][CH2:12][CH2:11][CH:10]([CH2:14][O:15][C:16]2[CH:21]=[CH:20][C:19]([C:22]([F:25])([F:24])[F:23])=[CH:18][C:17]=2[NH2:26])[CH2:9]1)=[O:7])([CH3:4])([CH3:3])[CH3:2].N1C=CC=CC=1.Cl[C:34]([O:36][C:37]1[CH:42]=[CH:41][C:40]([N+:43]([O-:45])=[O:44])=[CH:39][CH:38]=1)=[O:35]. (4) Given the product [OH:17][C:6]1[C:5]2[C:10](=[CH:11][C:2]([C:23]3[CH:24]=[CH:25][C:20]([S:19][CH3:18])=[CH:21][CH:22]=3)=[CH:3][CH:4]=2)[CH:9]=[C:8]([C:12]([O:14][CH2:15][CH3:16])=[O:13])[CH:7]=1, predict the reactants needed to synthesize it. The reactants are: Br[C:2]1[CH:11]=[C:10]2[C:5]([C:6]([OH:17])=[CH:7][C:8]([C:12]([O:14][CH2:15][CH3:16])=[O:13])=[CH:9]2)=[CH:4][CH:3]=1.[CH3:18][S:19][C:20]1[CH:25]=[CH:24][C:23](B(O)O)=[CH:22][CH:21]=1.C([O-])([O-])=O.[Na+].[Na+].[NH4+].[OH-].